From a dataset of Forward reaction prediction with 1.9M reactions from USPTO patents (1976-2016). Predict the product of the given reaction. (1) Given the reactants [CH2:1]([OH:8])[C:2]1[CH:7]=[CH:6][CH:5]=[CH:4][CH:3]=1.O.N1C2C(=CC=C3C=2N=CC=C3)C=CC=1.[N:24]1[C:31]([Cl:32])=[N:30][C:28](Cl)=[N:27][C:25]=1[Cl:26], predict the reaction product. The product is: [CH2:1]([O:8][C:28]1[N:30]=[C:31]([Cl:32])[N:24]=[C:25]([Cl:26])[N:27]=1)[C:2]1[CH:7]=[CH:6][CH:5]=[CH:4][CH:3]=1. (2) Given the reactants [CH3:1][C@H:2]1[O:7][C:6]2[N:8]=[C:9]([C:18]3[CH:23]=[CH:22][C:21]([C:24]4([NH:28][C:29](=[O:35])[O:30][C:31]([CH3:34])([CH3:33])[CH3:32])[CH2:27][CH2:26][CH2:25]4)=[CH:20][CH:19]=3)[C:10]([C:12]3[CH:17]=[CH:16][CH:15]=[CH:14][CH:13]=3)=[CH:11][C:5]=2[NH:4][C:3]1=[O:36].[C:37](=O)([O-])[O-].[K+].[K+].IC, predict the reaction product. The product is: [C:31]([O:30][C:29](=[O:35])[NH:28][C:24]1([C:21]2[CH:22]=[CH:23][C:18]([C:9]3[C:10]([C:12]4[CH:13]=[CH:14][CH:15]=[CH:16][CH:17]=4)=[CH:11][C:5]4[N:4]([CH3:37])[C:3](=[O:36])[C@@H:2]([CH3:1])[O:7][C:6]=4[N:8]=3)=[CH:19][CH:20]=2)[CH2:25][CH2:26][CH2:27]1)([CH3:32])([CH3:34])[CH3:33]. (3) Given the reactants [CH3:1][C:2]([CH:5]1[CH2:13][C:12]2[C:7](=[CH:8][CH:9]=[C:10]([N:14]3[CH2:18][C@H:17]([CH2:19]OS(C)(=O)=O)[O:16][C:15]3=[O:25])[CH:11]=2)[N:6]1[C:26]([O:28][CH2:29][C:30]1[CH:35]=[CH:34][CH:33]=[CH:32][CH:31]=1)=[O:27])([CH3:4])[CH3:3].[N-:36]=[N+:37]=[N-:38].[Na+], predict the reaction product. The product is: [N:36]([CH2:19][C@@H:17]1[O:16][C:15](=[O:25])[N:14]([C:10]2[CH:11]=[C:12]3[C:7](=[CH:8][CH:9]=2)[N:6]([C:26]([O:28][CH2:29][C:30]2[CH:31]=[CH:32][CH:33]=[CH:34][CH:35]=2)=[O:27])[CH:5]([C:2]([CH3:4])([CH3:3])[CH3:1])[CH2:13]3)[CH2:18]1)=[N+:37]=[N-:38]. (4) Given the reactants [NH2:1][C:2]1[CH:11]=[CH:10][C:5]([C:6]([O:8]C)=[O:7])=[C:4]([N+:12]([O-:14])=[O:13])[CH:3]=1.Cl[CH2:16][CH2:17][CH2:18][S:19](Cl)(=[O:21])=[O:20], predict the reaction product. The product is: [O:20]=[S:19]1(=[O:21])[CH2:18][CH2:17][CH2:16][N:1]1[C:2]1[CH:11]=[CH:10][C:5]([C:6]([OH:8])=[O:7])=[C:4]([N+:12]([O-:14])=[O:13])[CH:3]=1.